This data is from Full USPTO retrosynthesis dataset with 1.9M reactions from patents (1976-2016). The task is: Predict the reactants needed to synthesize the given product. (1) Given the product [CH2:8]([S:12]([N:18]1[CH2:19][C@H:20]2[CH2:27][CH2:28][C@@H:17]1[C@H:22]([C:23]([O:25][CH3:26])=[O:24])[CH2:21]2)(=[O:14])=[O:13])[CH2:9][CH2:10][CH3:11], predict the reactants needed to synthesize it. The reactants are: C(N(CC)CC)C.[CH2:8]([S:12](Cl)(=[O:14])=[O:13])[CH2:9][CH2:10][CH3:11].I.[CH:17]12[CH2:28][CH2:27][CH:20]([CH2:21][CH:22]1[C:23]([O:25][CH3:26])=[O:24])[CH2:19][NH:18]2. (2) Given the product [N:1]1([C:16]([O:18][C:19]([CH3:22])([CH3:21])[CH3:20])=[O:17])[CH2:6][CH2:5][NH:4][CH2:3][CH2:2]1, predict the reactants needed to synthesize it. The reactants are: [NH:1]1[CH2:6][CH2:5][NH:4][CH2:3][CH2:2]1.CCN(C(C)C)C(C)C.[C:16](O[C:16]([O:18][C:19]([CH3:22])([CH3:21])[CH3:20])=[O:17])([O:18][C:19]([CH3:22])([CH3:21])[CH3:20])=[O:17]. (3) Given the product [Cl:17][C:12]1[N:11]=[C:10]([C:7]2[CH:6]=[CH:5][C:4]([C:3]([NH:37][CH:42]([C:43]3[CH:30]=[CH:25][CH:22]=[C:21]([Cl:24])[CH:44]=3)[CH2:46][OH:45])=[O:18])=[CH:9][CH:8]=2)[C:15]([F:16])=[CH:14][N:13]=1, predict the reactants needed to synthesize it. The reactants are: CO[C:3](=[O:18])[C:4]1[CH:9]=[CH:8][C:7]([C:10]2[C:15]([F:16])=[CH:14][N:13]=[C:12]([Cl:17])[N:11]=2)=[CH:6][CH:5]=1.[Li+].[OH-].[CH2:21]([Cl:24])[CH2:22]Cl.[CH:25]1C=CC2N(O)N=NC=2[CH:30]=1.CC[N:37](CC)CC.[CH2:42]1[CH2:46][O:45][CH2:44][CH2:43]1.